This data is from Experimentally validated miRNA-target interactions with 360,000+ pairs, plus equal number of negative samples. The task is: Binary Classification. Given a miRNA mature sequence and a target amino acid sequence, predict their likelihood of interaction. (1) The miRNA is hsa-miR-6824-3p with sequence UCUCUGGUCUUGCCACCCCAG. The protein sequence of the target gene is MPAKTPIYLKAANNKKGKKFKLRDILSPDMISPPLGDFRHTIHIGKEGQHDVFGDISFLQGNYELLPGNQEKAHLGQFPGHNEFFRANSTSDSVFTETPSPVLKNAISLPTIGGSQALMLPLLSPVTFNSKQESFGPAKLPRLSCEPVMEEKAQEKSSLLENGTVHQGDTSWGSSGSASQSSQGRDSHSSSLSEQYPDWPAEDMFDHPTPCELIKGKTKSEESLSDLTGSLLSLQLDLGPSLLDEVLNVMDKNK. Result: 0 (no interaction). (2) The miRNA is hsa-miR-1291 with sequence UGGCCCUGACUGAAGACCAGCAGU. The protein sequence of the target gene is MAGEDVGAPPDHLWVHQEGIYRDEYQRTWVAVVEEETSFLRARVQQIQVPLGDAARPSHLLTSQLPLMWQLYPEERYMDNNSRLWQIQHHLMVRGVQELLLKLLPDD. Result: 0 (no interaction). (3) The miRNA is hsa-miR-8085 with sequence UGGGAGAGAGGACUGUGAGGC. The protein sequence of the target gene is MSAFGHDEAWMEAGGFGLEAAERTEYQSLCKSKLLFLGEQSVGKTSIISRFMYNSFGCACQATVGIDFLSKTMYLEDQIVQLQLWDTAGQERFHSLIPSYIRDSTIAVVVYDITNINSFKETDKWVEHVRAERGDDVVIMLLGNKIDLDNKRQVTAEQGEEKSRNLNVMFIETSAKTGYNVKKLFRRVASALLSTRTSPPPKEGTVEIELESFEESGNRSYC. Result: 0 (no interaction). (4) The miRNA is hsa-miR-1285-5p with sequence GAUCUCACUUUGUUGCCCAGG. The protein sequence of the target gene is MSASPDDLSTGGRLQNMTVDECFQSRNTVLQGQPFGGVPTVLCLNIALWVLVLVVYSFLRKAAWDYGRLALLIHNDSLTSLIYGEQSEKTSPSETSLEMERRDKGFCSWFFNSITMKDEDLINKCGDDARIYIVFQYHLIIFVLIICIPSLGIILPINYTGSVLDWSSHFARTTIVNVSTESKLLWLHSLLSFFYFITNFMFMAHHCLGFAPRNSQKVTRTLMITYVPKDIEDPELIIKHFHEAYPGSVVTRVHFCYDVRNLIDLDDQRRHAMRGRLFYTAKAKKTGKVMIRIHPCARLC.... Result: 0 (no interaction). (5) The miRNA is hsa-miR-6736-5p with sequence CUGGGUGAGGGCAUCUGUGGU. The protein sequence of the target gene is MTEFWLISAPGEKTCQQTWEKLHAATSKNNNLAVTSKFNIPDLKVGTLDVLVGLSDELAKLDAFVEGVVKKVAQYMADVLEDSKDKVQENLLANGVDLVTYITRFQWDMAKYPIKQSLKNISEIIAKGVTQIDNDLKSRASAYNNLKGNLQNLERKNAGSLLTRSLAEIVKKDDFVLDSEYLVTLLVVVPKLNHNDWIKQYETLAEMVVPRSSNVLSEDQDSYLCNVTLFRKAVDDFRHKARENKFIVRDFQYNEEEMKADKEEMNRLSTDKKKQFGPLVRWLKVNFSEAFIAWIHVKAL.... Result: 1 (interaction). (6) The miRNA is hsa-miR-4493 with sequence AGAAGGCCUUUCCAUCUCUGU. The protein sequence of the target gene is MLAAAFADSNSSSMNVSFAHLHFAGGYLPSDSQDWRTIIPALLVAVCLVGFVGNLCVIGILLHNAWKGKPSMIHSLILNLSLADLSLLLFSAPIRATAYSKSVWDLGWFVCKSSDWFIHTCMAAKSLTIVVVAKVCFMYASDPAKQVSIHNYTIWSVLVAIWTVASLLPLPEWFFSTIRHHEGVEMCLVDVPAVAEEFMSMFGKLYPLLAFGLPLFFASFYFWRAYDQCKKRGTKTQNLRNQIRSKQVTVMLLSIAIISALLWLPEWVAWLWVWHLKAAGPAPPQGFIALSQVLMFSISS.... Result: 0 (no interaction).